Dataset: Reaction yield outcomes from USPTO patents with 853,638 reactions. Task: Predict the reaction yield, written as a fraction of the theoretical maximum amount of product (1.0 means a 100% yield; for example, 0.34 means a 34% yield). (1) The reactants are [CH3:1][O:2][C:3]1[CH:4]=[C:5]2[C:9](=[CH:10][CH:11]=1)[NH:8][N:7]=[C:6]2[C:12]([OH:14])=O.C1C=CC2N(O)N=NC=2C=1.C(Cl)CCl.[NH2:29][CH2:30][C:31]([C:34]1[CH:39]=[CH:38][C:37]([NH:40][C:41](=[O:52])[C:42]2[CH:47]=[CH:46][C:45]([O:48][CH3:49])=[C:44]([O:50][CH3:51])[CH:43]=2)=[CH:36][CH:35]=1)([CH3:33])[CH3:32]. The catalyst is O1CCOCC1. The product is [CH3:51][O:50][C:44]1[CH:43]=[C:42]([CH:47]=[CH:46][C:45]=1[O:48][CH3:49])[C:41]([NH:40][C:37]1[CH:36]=[CH:35][C:34]([C:31]([CH3:33])([CH3:32])[CH2:30][NH:29][C:12]([C:6]2[C:5]3[C:9](=[CH:10][CH:11]=[C:3]([O:2][CH3:1])[CH:4]=3)[NH:8][N:7]=2)=[O:14])=[CH:39][CH:38]=1)=[O:52]. The yield is 0.570. (2) The product is [N:20]1[CH:21]=[CH:22][CH:23]=[C:18]([C:9]2[C:10]3[C:15](=[CH:14][CH:13]=[C:12]([C:16]#[N:17])[CH:11]=3)[NH:7][N:8]=2)[CH:19]=1. The catalyst is O1CCCC1.Cl. The yield is 0.645. The reactants are O1CCCCC1[N:7]1[C:15]2[C:10](=[CH:11][C:12]([C:16]#[N:17])=[CH:13][CH:14]=2)[C:9]([C:18]2[CH:19]=[N:20][CH:21]=[CH:22][CH:23]=2)=[N:8]1.